This data is from Reaction yield outcomes from USPTO patents with 853,638 reactions. The task is: Predict the reaction yield, written as a fraction of the theoretical maximum amount of product (1.0 means a 100% yield; for example, 0.34 means a 34% yield). The reactants are [Br:1][C:2]1[CH:7]=[CH:6][C:5]([Cl:8])=[CH:4][C:3]=1[N+:9]([O-])=O.[CH:12]([Mg]Br)=[CH2:13].[NH4+].[Cl-]. The catalyst is O1CCCC1. The product is [Br:1][C:2]1[CH:7]=[CH:6][C:5]([Cl:8])=[C:4]2[C:3]=1[NH:9][CH:13]=[CH:12]2. The yield is 0.440.